This data is from Full USPTO retrosynthesis dataset with 1.9M reactions from patents (1976-2016). The task is: Predict the reactants needed to synthesize the given product. (1) Given the product [CH3:18][O:17][C:15](=[O:16])[CH2:14][C@H:13]([C:19]1[CH:20]=[CH:21][C:22]([C:25]#[N:26])=[CH:23][CH:24]=1)[NH:12][CH2:10][C:6]1([CH3:5])[CH2:7][O:8][CH2:9]1, predict the reactants needed to synthesize it. The reactants are: CC(O)=O.[CH3:5][C:6]1([CH:10]=O)[CH2:9][O:8][CH2:7]1.[NH2:12][C@@H:13]([C:19]1[CH:24]=[CH:23][C:22]([C:25]#[N:26])=[CH:21][CH:20]=1)[CH2:14][C:15]([O:17][CH3:18])=[O:16].C([BH3-])#N.[Na+]. (2) The reactants are: [CH2:1]([C:3]1[C:8]([C:9]#[C:10][C:11]2[CH:12]=[N:13][C:14]([NH:17][CH3:18])=[CH:15][CH:16]=2)=[C:7]([C:19]2[CH:27]=[CH:26][C:22]([C:23](O)=[O:24])=[C:21]([F:28])[CH:20]=2)[CH:6]=[CH:5][N:4]=1)[CH3:2].[O:29]1[CH2:34][CH2:33][CH:32]([N:35]2[CH2:40][CH2:39][NH:38][CH2:37][CH2:36]2)[CH2:31][CH2:30]1.CN(C(ON1N=NC2C=CC=NC1=2)=[N+](C)C)C.F[P-](F)(F)(F)(F)F.CCN(C(C)C)C(C)C. Given the product [CH2:1]([C:3]1[C:8]([C:9]#[C:10][C:11]2[CH:12]=[N:13][C:14]([NH:17][CH3:18])=[CH:15][CH:16]=2)=[C:7]([C:19]2[CH:27]=[CH:26][C:22]([C:23]([N:38]3[CH2:37][CH2:36][N:35]([CH:32]4[CH2:33][CH2:34][O:29][CH2:30][CH2:31]4)[CH2:40][CH2:39]3)=[O:24])=[C:21]([F:28])[CH:20]=2)[CH:6]=[CH:5][N:4]=1)[CH3:2], predict the reactants needed to synthesize it.